From a dataset of Catalyst prediction with 721,799 reactions and 888 catalyst types from USPTO. Predict which catalyst facilitates the given reaction. (1) Reactant: C(O)C.[Si]([O:21][CH2:22][CH2:23][C:24]1([C:47]2[CH:52]=[CH:51][CH:50]=[CH:49][CH:48]=2)[N:28]([C:29]2[S:30][C:31]3[CH2:32][N:33]([CH3:38])[CH2:34][CH2:35][C:36]=3[N:37]=2)[N:27]=[C:26]([C:39]2[CH:44]=[C:43]([F:45])[CH:42]=[CH:41][C:40]=2[F:46])[S:25]1)(C(C)(C)C)(C1C=CC=CC=1)C1C=CC=CC=1. Product: [F:46][C:40]1[CH:41]=[CH:42][C:43]([F:45])=[CH:44][C:39]=1[C:26]1[S:25][C:24]([CH2:23][CH2:22][OH:21])([C:47]2[CH:48]=[CH:49][CH:50]=[CH:51][CH:52]=2)[N:28]([C:29]2[S:30][C:31]3[CH2:32][N:33]([CH3:38])[CH2:34][CH2:35][C:36]=3[N:37]=2)[N:27]=1. The catalyst class is: 10. (2) Reactant: CC1C=CC(S(O[CH2:12][C:13]([F:16])([F:15])[F:14])(=O)=O)=CC=1.[Cl:17][C:18]1[CH:23]=[CH:22][C:21]([CH2:24][OH:25])=[CH:20][C:19]=1[OH:26].C([O-])([O-])=O.[K+].[K+]. Product: [Cl:17][C:18]1[CH:23]=[CH:22][C:21]([CH2:24][OH:25])=[CH:20][C:19]=1[O:26][CH2:12][C:13]([F:16])([F:15])[F:14]. The catalyst class is: 3. (3) Reactant: C([O:4][C:5](=[O:26])[CH2:6][CH2:7][CH2:8][C:9]1[N:13]([CH3:14])[C:12]2[CH:15]=[CH:16][C:17]([N:19]([CH2:23][CH2:24][Cl:25])[CH2:20][CH2:21][Cl:22])=[CH:18][C:11]=2[N:10]=1)(C)C.[ClH:27]. Product: [CH3:14][N:13]1[C:9]([CH2:8][CH2:7][CH2:6][C:5]([OH:26])=[O:4])=[N:10][C:11]2[CH:18]=[C:17]([N:19]([CH2:20][CH2:21][Cl:22])[CH2:23][CH2:24][Cl:25])[CH:16]=[CH:15][C:12]1=2.[ClH:27]. The catalyst class is: 6. (4) Reactant: [N+:1]([C:4]1[CH:9]=[CH:8][C:7]([C:10]2[CH:15]=[CH:14][C:13]([C:16]([OH:18])=O)=[CH:12][CH:11]=2)=[CH:6][CH:5]=1)([O-:3])=[O:2].[NH:19]1[CH2:23][CH2:22][CH2:21][C@H:20]1[CH2:24][N:25]1[CH2:29][CH2:28][CH2:27][CH2:26]1.F[P-](F)(F)(F)(F)F.Br[P+](N1CCCC1)(N1CCCC1)N1CCCC1.C(N(CC)CC)C. Product: [N+:1]([C:4]1[CH:5]=[CH:6][C:7]([C:10]2[CH:11]=[CH:12][C:13]([C:16]([N:19]3[CH2:23][CH2:22][CH2:21][C@H:20]3[CH2:24][N:25]3[CH2:29][CH2:28][CH2:27][CH2:26]3)=[O:18])=[CH:14][CH:15]=2)=[CH:8][CH:9]=1)([O-:3])=[O:2]. The catalyst class is: 4. (5) Reactant: [C:1]([NH:4][C:5]1[N:10]=[C:9]([C:11](N(OC)C)=[O:12])[C:8]([Br:17])=[CH:7][CH:6]=1)(=[O:3])[CH3:2].[H-].C([Al+]CC(C)C)C(C)C. Product: [Br:17][C:8]1[CH:7]=[CH:6][C:5]([NH:4][C:1](=[O:3])[CH3:2])=[N:10][C:9]=1[CH:11]=[O:12]. The catalyst class is: 7. (6) Reactant: OC[C@@H](N[C:11](=[O:25])[C@@:12]([CH3:24])([C:18]1[CH:23]=[CH:22][CH:21]=[CH:20][CH:19]=1)[CH2:13][CH2:14][CH:15]([CH3:17])[CH3:16])C1C=CC=CC=1.S(=O)(=O)(O)[OH:27]. Product: [CH3:24][C@:12]([C:18]1[CH:19]=[CH:20][CH:21]=[CH:22][CH:23]=1)([CH2:13][CH2:14][CH:15]([CH3:16])[CH3:17])[C:11]([OH:25])=[O:27]. The catalyst class is: 12. (7) Reactant: [CH:1]1([C:4]2[N:8]([C:9]3[N:14]=[CH:13][C:12]([NH:15][C:16](=[O:23])[C:17]4[CH:22]=[CH:21][CH:20]=[N:19][CH:18]=4)=[CH:11][CH:10]=3)[N:7]=[C:6]([C:24]([F:27])([F:26])[F:25])[CH:5]=2)[CH2:3][CH2:2]1.C(O)(=O)C1C=CC=NC=1.[ClH:37]. Product: [ClH:37].[CH:1]1([C:4]2[N:8]([C:9]3[N:14]=[CH:13][C:12]([NH:15][C:16](=[O:23])[C:17]4[CH:22]=[CH:21][CH:20]=[N:19][CH:18]=4)=[CH:11][CH:10]=3)[N:7]=[C:6]([C:24]([F:27])([F:26])[F:25])[CH:5]=2)[CH2:3][CH2:2]1. The catalyst class is: 165.